The task is: Predict the reactants needed to synthesize the given product.. This data is from Full USPTO retrosynthesis dataset with 1.9M reactions from patents (1976-2016). (1) Given the product [C:32]([CH:30]([CH:28]([C:27]([OH:36])=[O:35])[OH:29])[OH:31])([OH:34])=[O:33].[CH3:26][N:2]([CH3:1])[C:3]([N:5]1[CH2:9][CH:8]2[CH2:10][C:11]([NH:15][CH2:16][C:17]([N:19]3[CH2:23][CH2:22][CH2:21][C@H:20]3[C:24]#[N:25])=[O:18])([CH2:13][CH3:14])[CH2:12][CH:7]2[CH2:6]1)=[O:4], predict the reactants needed to synthesize it. The reactants are: [CH3:1][N:2]([CH3:26])[C:3]([N:5]1[CH2:9][CH:8]2[CH2:10][C:11]([NH:15][CH2:16][C:17]([N:19]3[CH2:23][CH2:22][CH2:21][C@H:20]3[C:24]#[N:25])=[O:18])([CH2:13][CH3:14])[CH2:12][CH:7]2[CH2:6]1)=[O:4].[C:27]([OH:36])(=[O:35])[CH:28]([CH:30]([C:32]([OH:34])=[O:33])[OH:31])[OH:29]. (2) Given the product [CH2:28]([O:27][C:21]([C:20]1[O:35][C:16]([C:3]2[C:2]([NH2:1])=[N:7][C:6]([C:8]([F:9])([F:10])[F:11])=[C:5]([C:12]([F:13])([F:14])[F:15])[N:4]=2)=[N:18][N:19]=1)([CH3:26])[C:22]([F:25])([F:24])[F:23])[C:29]1[CH:34]=[CH:33][CH:32]=[CH:31][CH:30]=1, predict the reactants needed to synthesize it. The reactants are: [NH2:1][C:2]1[C:3]([C:16]([NH:18][NH:19][C:20](=[O:35])[C:21]([O:27][CH2:28][C:29]2[CH:34]=[CH:33][CH:32]=[CH:31][CH:30]=2)([CH3:26])[C:22]([F:25])([F:24])[F:23])=O)=[N:4][C:5]([C:12]([F:15])([F:14])[F:13])=[C:6]([C:8]([F:11])([F:10])[F:9])[N:7]=1.C(N(CC)CC)C.S(Cl)(C1C=CC(C)=CC=1)(=O)=O.